This data is from Forward reaction prediction with 1.9M reactions from USPTO patents (1976-2016). The task is: Predict the product of the given reaction. (1) Given the reactants [NH2:1][C@H:2]([C:8]([OH:10])=[O:9])[CH2:3][CH2:4][CH2:5][CH2:6][NH2:7].[C:11](=[O:14])([O-:13])[O-].[Na+].[Na+].[C:17]([O:21][C:22](O[C:22]([O:21][C:17]([CH3:20])([CH3:19])[CH3:18])=[O:23])=[O:23])([CH3:20])([CH3:19])[CH3:18].Cl, predict the reaction product. The product is: [C:11]([N:1]([C:22]([O:21][C:17]([CH3:20])([CH3:18])[CH3:19])=[O:23])[C@H:2]([C:8]([OH:10])=[O:9])[CH2:3][CH2:4][CH2:5][CH2:6][NH2:7])([O:13][C:17]([CH3:20])([CH3:19])[CH3:18])=[O:14]. (2) Given the reactants [C:1]([N:4]1[CH2:7][CH:6]([N:8]([CH2:37][CH3:38])[C:9]([C:11]2[S:15][C:14]3=[N:16][C:17]([C:27]4[CH:32]=[CH:31][C:30]([Cl:33])=[CH:29][CH:28]=4)([CH3:26])[CH:18]([C:19]4[CH:24]=[CH:23][C:22]([Cl:25])=[CH:21][CH:20]=4)[N:13]3[C:12]=2[CH:34]([CH3:36])[CH3:35])=[O:10])[CH2:5]1)(=O)[CH3:2].[CH2:39](OC1([Si](C)(C)C)CC1)C, predict the reaction product. The product is: [Cl:25][C:22]1[CH:23]=[CH:24][C:19]([CH:18]2[N:13]3[C:14]([S:15][C:11]([C:9]([N:8]([CH:6]4[CH2:5][N:4]([CH:1]5[CH2:2][CH2:39]5)[CH2:7]4)[CH2:37][CH3:38])=[O:10])=[C:12]3[CH:34]([CH3:35])[CH3:36])=[N:16][C:17]2([C:27]2[CH:32]=[CH:31][C:30]([Cl:33])=[CH:29][CH:28]=2)[CH3:26])=[CH:20][CH:21]=1. (3) Given the reactants [F:1][C:2]1[C:3]([O:25][CH2:26][CH2:27][O:28][CH3:29])=[CH:4][C:5]2[CH2:14][CH:13]([CH:15]([CH3:17])[CH3:16])[N:12]3[CH:7]([CH2:8][C:9](=[O:23])[C:10]([C:18]([O:20][CH2:21][CH3:22])=[O:19])=[CH:11]3)[C:6]=2[CH:24]=1.C1(Cl)C(=O)C(Cl)=C(Cl)C(=O)C=1Cl, predict the reaction product. The product is: [F:1][C:2]1[C:3]([O:25][CH2:26][CH2:27][O:28][CH3:29])=[CH:4][C:5]2[CH2:14][CH:13]([CH:15]([CH3:16])[CH3:17])[N:12]3[C:7](=[CH:8][C:9](=[O:23])[C:10]([C:18]([O:20][CH2:21][CH3:22])=[O:19])=[CH:11]3)[C:6]=2[CH:24]=1. (4) Given the reactants Cl.[F:2][C:3]1[CH:16]=[C:15]([F:17])[CH:14]=[CH:13][C:4]=1[CH2:5][CH2:6][N:7]1[CH2:12][CH2:11][NH:10][CH2:9][CH2:8]1.C(N(C(C)C)CC)(C)C.Cl.[N:28]1[CH:29]=[CH:30][N:31]2[CH:36]=[CH:35][CH:34]=[C:33]([C:37](Cl)=[O:38])[C:32]=12, predict the reaction product. The product is: [F:2][C:3]1[CH:16]=[C:15]([F:17])[CH:14]=[CH:13][C:4]=1[CH2:5][CH2:6][N:7]1[CH2:12][CH2:11][N:10]([C:37]([C:33]2[C:32]3[N:31]([CH:30]=[CH:29][N:28]=3)[CH:36]=[CH:35][CH:34]=2)=[O:38])[CH2:9][CH2:8]1. (5) Given the reactants C(OC([N:8]1[CH2:12][C@H:11]([O:13][C:14]2[CH:19]=[CH:18][CH:17]=[C:16]([O:20][CH3:21])[CH:15]=2)[CH2:10][C@@H:9]1[C@@H:22]([OH:37])[C@@H:23]([NH:33][C:34](=[O:36])[CH3:35])[CH2:24][C:25]1[CH:30]=[C:29]([F:31])[CH:28]=[C:27]([F:32])[CH:26]=1)=O)(C)(C)C.[ClH:38], predict the reaction product. The product is: [ClH:38].[F:31][C:29]1[CH:30]=[C:25]([CH:26]=[C:27]([F:32])[CH:28]=1)[CH2:24][C@H:23]([NH:33][C:34](=[O:36])[CH3:35])[C@H:22]([OH:37])[C@H:9]1[CH2:10][C@@H:11]([O:13][C:14]2[CH:19]=[CH:18][CH:17]=[C:16]([O:20][CH3:21])[CH:15]=2)[CH2:12][NH:8]1. (6) Given the reactants [N+:1]([C:4]1[CH:14]=[CH:13][C:7]2[CH2:8][CH2:9][NH:10][CH2:11][CH2:12][C:6]=2[CH:5]=1)([O-])=O.[F:15][C:16]([F:27])([F:26])[C:17](O[C:17](=[O:18])[C:16]([F:27])([F:26])[F:15])=[O:18], predict the reaction product. The product is: [NH2:1][C:4]1[CH:14]=[CH:13][C:7]2[CH2:8][CH2:9][N:10]([C:17](=[O:18])[C:16]([F:27])([F:26])[F:15])[CH2:11][CH2:12][C:6]=2[CH:5]=1. (7) Given the reactants C[C:2]1([CH3:10])[O:9][C:7](=[O:8])[CH2:6][C:4](=[O:5])O1.N1C=CC=CC=1.[F:17][C:18]1[CH:35]=[CH:34][CH:33]=[C:32]([F:36])[C:19]=1[CH2:20][O:21][C:22]1[CH:31]=[CH:30][C:25]([CH2:26]C(Cl)=O)=[CH:24][CH:23]=1.Cl, predict the reaction product. The product is: [F:17][C:18]1[CH:35]=[CH:34][CH:33]=[C:32]([F:36])[C:19]=1[CH2:20][O:21][C:22]1[CH:23]=[CH:24][C:25]([CH2:26][C:4](=[O:5])[CH2:6][C:7]([O:9][CH2:2][CH3:10])=[O:8])=[CH:30][CH:31]=1.